Dataset: Reaction yield outcomes from USPTO patents with 853,638 reactions. Task: Predict the reaction yield, written as a fraction of the theoretical maximum amount of product (1.0 means a 100% yield; for example, 0.34 means a 34% yield). (1) The reactants are Br[C:2]1[C:3]2[C:4]3[CH:17]=[CH:16][S:15][C:5]=3[C:6](=[O:14])[NH:7][C:8]=2[CH:9]=[CH:10][C:11]=1[O:12][CH3:13].[C:18]([O:22][C:23](=[O:44])[N:24]([CH3:43])[CH2:25][C@H:26]([C:28]1[CH:33]=[CH:32][C:31](B2OC(C)(C)C(C)(C)O2)=[CH:30][CH:29]=1)[CH3:27])([CH3:21])([CH3:20])[CH3:19]. No catalyst specified. The product is [CH3:13][O:12][C:11]1[CH:10]=[CH:9][C:8]2[NH:7][C:6](=[O:14])[C:5]3[S:15][CH:16]=[CH:17][C:4]=3[C:3]=2[C:2]=1[C:31]1[CH:30]=[CH:29][C:28]([C@H:26]([CH3:27])[CH2:25][N:24]([CH3:43])[C:23](=[O:44])[O:22][C:18]([CH3:19])([CH3:21])[CH3:20])=[CH:33][CH:32]=1. The yield is 0.500. (2) The reactants are [O:1]1[CH:5]=[N:4][N:3]=[C:2]1[C:6]1[CH:7]=[C:8]([CH:10]=[CH:11][CH:12]=1)[NH2:9].C(=O)(O)[O-].[Na+].CC(C)=O.O.[CH2:23]([O:30][C:31](Cl)=[O:32])[C:24]1[CH:29]=[CH:28][CH:27]=[CH:26][CH:25]=1. The catalyst is O. The product is [CH2:23]([O:30][C:31](=[O:32])[NH:9][C:8]1[CH:10]=[CH:11][CH:12]=[C:6]([C:2]2[O:1][CH:5]=[N:4][N:3]=2)[CH:7]=1)[C:24]1[CH:29]=[CH:28][CH:27]=[CH:26][CH:25]=1. The yield is 0.930. (3) The reactants are CC1N=C(C2C=CC(B3OC(C)(C)C(C)(C)O3)=CC=2)NC=1C.[CH3:23][C:24]1[N:25]=[C:26]([C:30]2[CH:35]=[CH:34][C:33]([C:36]3[N:41]=[C:40]4[N:42]([CH2:46][CH:47]5[CH2:52][CH2:51][O:50][CH2:49][CH2:48]5)[C:43](=[O:45])[NH:44][C:39]4=[N:38][CH:37]=3)=[CH:32][CH:31]=2)[NH:27][C:28]=1[CH3:29].BrC1N=C2N(CC3CCOCC3)C(=O)NC2=NC=1.P([O-])([O-])([O-])=O.[K+].[K+].[K+]. The catalyst is CN(C=O)C.C1C=CC([PH+]([C]2[CH][CH][CH][CH]2)C2C=CC=CC=2)=CC=1.C1C=CC([PH+]([C]2[CH][CH][CH][CH]2)C2C=CC=CC=2)=CC=1.C(Cl)Cl.Cl[Pd]Cl.[Fe]. The product is [CH3:29][C:28]1[N:27]=[C:26]([C:30]2[CH:35]=[CH:34][C:33]([C:36]3[N:41]=[C:40]4[N:42]([CH2:46][CH:47]5[CH2:52][CH2:51][O:50][CH2:49][CH2:48]5)[C:43](=[O:45])[NH:44][C:39]4=[N:38][CH:37]=3)=[CH:32][CH:31]=2)[NH:25][C:24]=1[CH3:23]. The yield is 0.190. (4) The reactants are [Cl:1][C:2]1[C:3]([NH:17][C:18]2C=[CH:24][CH:23]=[CH:22][C:19]=2C#N)=[CH:4][C:5]([NH:8][C:9]2[N:13]([CH2:14][CH3:15])[N:12]=[C:11]([CH3:16])[CH:10]=2)=[N:6][CH:7]=1.[OH-].[Na+].[C:28]([O:31]CC)(=[O:30])[CH3:29]. The catalyst is O1CCOCC1. The product is [Cl:1][C:2]1[C:3]([NH:17][C:18]2[CH:19]=[CH:22][CH:23]=[CH:24][C:29]=2[C:28]([OH:31])=[O:30])=[CH:4][C:5]([NH:8][C:9]2[N:13]([CH2:14][CH3:15])[N:12]=[C:11]([CH3:16])[CH:10]=2)=[N:6][CH:7]=1. The yield is 0.661. (5) The reactants are [C:1]([OH:10])(=O)[CH2:2][CH2:3][CH2:4][CH2:5][CH2:6][CH2:7][CH3:8].Cl.[NH2:12][CH2:13][NH:14][C:15]([C:17]1[C:21]([CH3:22])=[C:20]([C:23]2[CH:28]=[CH:27][C:26]([Cl:29])=[CH:25][CH:24]=2)[N:19]([C:30]2[CH:35]=[CH:34][C:33]([Cl:36])=[CH:32][C:31]=2[Cl:37])[N:18]=1)=[O:16].CCN=C=NCCCN(C)C.Cl. The catalyst is CN(C1C=CN=CC=1)C.C(Cl)Cl. The product is [Cl:29][C:26]1[CH:25]=[CH:24][C:23]([C:20]2[N:19]([C:30]3[CH:35]=[CH:34][C:33]([Cl:36])=[CH:32][C:31]=3[Cl:37])[N:18]=[C:17]([C:15]([NH:14][CH2:13][NH:12][C:1](=[O:10])[CH2:2][CH2:3][CH2:4][CH2:5][CH2:6][CH2:7][CH3:8])=[O:16])[C:21]=2[CH3:22])=[CH:28][CH:27]=1. The yield is 0.530.